Dataset: Reaction yield outcomes from USPTO patents with 853,638 reactions. Task: Predict the reaction yield, written as a fraction of the theoretical maximum amount of product (1.0 means a 100% yield; for example, 0.34 means a 34% yield). (1) The reactants are [NH2:1][C:2]1[C:7]2=[CH:8][CH:9]=[C:10]([C:11]3[CH2:12][CH2:13][N:14]([C:17]([O:19][C:20]([CH3:23])([CH3:22])[CH3:21])=[O:18])[CH2:15][CH:16]=3)[N:6]2[N:5]=[CH:4][N:3]=1. The catalyst is C(O)(=O)C.[Pt](=O)=O. The product is [NH2:1][C:2]1[C:7]2=[CH:8][CH:9]=[C:10]([CH:11]3[CH2:16][CH2:15][N:14]([C:17]([O:19][C:20]([CH3:23])([CH3:22])[CH3:21])=[O:18])[CH2:13][CH2:12]3)[N:6]2[N:5]=[CH:4][N:3]=1. The yield is 1.00. (2) The reactants are N12CCN(CC1)CC2.[CH2:9]([N:11]([CH2:19][CH3:20])[C:12]1[S:16][C:15]([CH:17]=O)=[CH:14][CH:13]=1)[CH3:10].[CH2:21]([O:23][C:24]([C:26]1[C:30]([C:31]([O:33][CH2:34][CH3:35])=[O:32])=[C:29]([NH2:36])[S:28][C:27]=1[NH2:37])=[O:25])[CH3:22]. The catalyst is C1(C)C=CC=CC=1.[Ti](Cl)(Cl)(Cl)Cl. The product is [CH2:21]([O:23][C:24]([C:26]1[C:30]([C:31]([O:33][CH2:34][CH3:35])=[O:32])=[C:29]([N:36]=[CH:17][C:15]2[S:16][C:12]([N:11]([CH2:19][CH3:20])[CH2:9][CH3:10])=[CH:13][CH:14]=2)[S:28][C:27]=1[NH2:37])=[O:25])[CH3:22]. The yield is 0.670. (3) The reactants are [Br:1][C:2]1[CH:7]=[C:6]([N+:8]([O-])=O)[CH:5]=[CH:4][C:3]=1[S:11]([CH3:14])(=[O:13])=[O:12].O.[OH-].[Na+].C(=O)([O-])[O-].[Na+].[Na+]. The catalyst is C(O)(=O)C.[Fe].CCOC(C)=O. The product is [Br:1][C:2]1[CH:7]=[C:6]([CH:5]=[CH:4][C:3]=1[S:11]([CH3:14])(=[O:13])=[O:12])[NH2:8]. The yield is 0.632. (4) The reactants are CS(Cl)(=O)=O.[Cl:6][C:7]1[C:8]([C:13]2[CH:21]=[C:20]([C:22]([F:25])([F:24])[F:23])[CH:19]=[CH:18][C:14]=2[C:15]([OH:17])=O)=[N:9][CH:10]=[CH:11][CH:12]=1.[NH2:26][C:27]1[C:35]([CH3:36])=[CH:34][C:33](/[CH:37]=[N:38]/[NH:39][C:40](=[O:42])[NH2:41])=[CH:32][C:28]=1[C:29](O)=[O:30].C([O-])([O-])=O.[K+].[K+]. The catalyst is C(#N)C.C(N(CC)CC)C. The product is [Cl:6][C:7]1[C:8]([C:13]2[CH:21]=[C:20]([C:22]([F:25])([F:24])[F:23])[CH:19]=[CH:18][C:14]=2[C:15]2[O:17][C:29](=[O:30])[C:28]3[CH:32]=[C:33]([CH:37]=[N:38][NH:39][C:40]([NH2:41])=[O:42])[CH:34]=[C:35]([CH3:36])[C:27]=3[N:26]=2)=[N:9][CH:10]=[CH:11][CH:12]=1. The yield is 0.240. (5) The reactants are Cl[C:2]1[CH:7]=[C:6]([N:8]2[CH:12]=[C:11]([CH3:13])[N:10]=[CH:9]2)[N:5]=[CH:4][N:3]=1.[NH3:14]. The catalyst is C(O)(C)C. The product is [CH3:13][C:11]1[N:10]=[CH:9][N:8]([C:6]2[N:5]=[CH:4][N:3]=[C:2]([NH2:14])[CH:7]=2)[CH:12]=1. The yield is 0.690. (6) The yield is 0.330. The product is [S:15]1[CH:19]=[CH:18][C:17]([N:4]2[C:14]3[C:9](=[CH:10][CH:11]=[CH:12][CH:13]=3)[C:7](=[O:8])[C:5]2=[O:6])=[CH:16]1. The catalyst is C(OC(=O)C)(=O)C.C(N(CC)CC)C.O.C([O-])(=O)C.[Cu+2].C([O-])(=O)C.C([O-])(=O)C.[Cu+2].C([O-])(=O)C. The reactants are ClCCl.[NH:4]1[C:14]2[C:9](=[CH:10][CH:11]=[CH:12][CH:13]=2)[C:7](=[O:8])[C:5]1=[O:6].[S:15]1[CH:19]=[CH:18][C:17](B(O)O)=[CH:16]1.C(N(CC)CC)C. (7) The reactants are [C:1]([O:9][O:10]C(=O)C1C=CC=CC=1)(=[O:8])[C:2]1[CH:7]=[CH:6][CH:5]=[CH:4][CH:3]=1.[Na].Cl. The catalyst is C(Cl)(Cl)Cl.CO. The product is [C:2]1([C:1]([O:9][OH:10])=[O:8])[CH:7]=[CH:6][CH:5]=[CH:4][CH:3]=1. The yield is 0.830.